Predict the reaction yield, written as a fraction of the theoretical maximum amount of product (1.0 means a 100% yield; for example, 0.34 means a 34% yield). From a dataset of Reaction yield outcomes from USPTO patents with 853,638 reactions. (1) The reactants are Cl[C:2]1[CH:7]=[C:6]([CH2:8][C:9]([O:11]C(C)(C)C)=O)[CH:5]=[CH:4][N:3]=1.[CH3:16][N:17]1[CH2:22][CH2:21][NH:20][CH2:19][CH2:18]1. The catalyst is O. The product is [CH3:16][N:17]1[CH2:22][CH2:21][N:20]([C:9](=[O:11])[CH2:8][C:6]2[CH:5]=[CH:4][N:3]=[C:2]([N:20]3[CH2:21][CH2:22][N:17]([CH3:16])[CH2:18][CH2:19]3)[CH:7]=2)[CH2:19][CH2:18]1. The yield is 0.710. (2) The reactants are C[O:2][C:3]([C:5]1[CH:9]=[C:8]([O:10][CH2:11][CH:12]2[CH2:14][CH2:13]2)[N:7]([C:15]2[CH:20]=[CH:19][CH:18]=[CH:17][C:16]=2[F:21])[N:6]=1)=[O:4].[OH-].[Na+]. The catalyst is CO. The product is [CH:12]1([CH2:11][O:10][C:8]2[N:7]([C:15]3[CH:20]=[CH:19][CH:18]=[CH:17][C:16]=3[F:21])[N:6]=[C:5]([C:3]([OH:4])=[O:2])[CH:9]=2)[CH2:13][CH2:14]1. The yield is 0.580. (3) The reactants are [CH3:1][C:2]1[O:3][N:4]=[C:5]2[CH2:11][C:10](=O)[NH:9][C:8]3[CH:13]=[CH:14][CH:15]=[CH:16][C:7]=3[C:6]=12.Cl. The catalyst is C1COCC1. The product is [CH3:1][C:2]1[O:3][N:4]=[C:5]2[CH2:11][CH2:10][NH:9][C:8]3[CH:13]=[CH:14][CH:15]=[CH:16][C:7]=3[C:6]=12. The yield is 0.890. (4) The reactants are [Br:1][C:2]1[CH:7]=[C:6]([CH:8]([CH3:10])[CH3:9])[CH:5]=[CH:4][C:3]=1[NH2:11].[CH2:12](O)[CH:13](O)[CH2:14]O.[Na+].[N+](C1C=C(S([O-])(=O)=O)C=CC=1)([O-])=O.[OH-].[Na+]. The catalyst is CS(O)(=O)=O. The product is [Br:1][C:2]1[CH:7]=[C:6]([CH:8]([CH3:9])[CH3:10])[CH:5]=[C:4]2[C:3]=1[N:11]=[CH:14][CH:13]=[CH:12]2. The yield is 0.650. (5) The reactants are [C:1]([O:5][C:6]([N:8]1[CH2:13][CH2:12][CH:11]([N:14]2[C:18]3=[N:19][CH:20]=[N:21][C:22]([O:23][C:24]4[CH:29]=[CH:28][C:27](=[O:30])[N:26]([CH3:31])[N:25]=4)=[C:17]3[CH:16]=[N:15]2)[CH2:10][CH2:9]1)=[O:7])(C)([CH3:3])[CH3:2].FC(F)(F)C(O)=O.ClC(OC(C)C)=O.C(N(CC)CC)C.C(=O)([O-])[O-].[Na+].[Na+]. The catalyst is ClCCl. The product is [CH:1]([O:5][C:6]([N:8]1[CH2:13][CH2:12][CH:11]([N:14]2[C:18]3=[N:19][CH:20]=[N:21][C:22]([O:23][C:24]4[CH:29]=[CH:28][C:27](=[O:30])[N:26]([CH3:31])[N:25]=4)=[C:17]3[CH:16]=[N:15]2)[CH2:10][CH2:9]1)=[O:7])([CH3:3])[CH3:2]. The yield is 0.680.